Predict the reaction yield, written as a fraction of the theoretical maximum amount of product (1.0 means a 100% yield; for example, 0.34 means a 34% yield). From a dataset of Reaction yield outcomes from USPTO patents with 853,638 reactions. (1) The reactants are Br[C:2]1[C:7]2[S:8][C:9]([C:11]3[C:16]([F:17])=[CH:15][CH:14]=[CH:13][C:12]=3[Cl:18])=[N:10][C:6]=2[C:5]([Br:19])=[CH:4][N:3]=1.[CH3:20][C:21]1[N:26]=[CH:25][N:24]=[C:23]([NH2:27])[CH:22]=1.CC1(C)C2C(=C(P(C3C=CC=CC=3)C3C=CC=CC=3)C=CC=2)OC2C(P(C3C=CC=CC=3)C3C=CC=CC=3)=CC=CC1=2.C([O-])([O-])=O.[Cs+].[Cs+]. The catalyst is O1CCOCC1.C1C=CC(/C=C/C(/C=C/C2C=CC=CC=2)=O)=CC=1.C1C=CC(/C=C/C(/C=C/C2C=CC=CC=2)=O)=CC=1.C1C=CC(/C=C/C(/C=C/C2C=CC=CC=2)=O)=CC=1.[Pd].[Pd]. The product is [Br:19][C:5]1[C:6]2[N:10]=[C:9]([C:11]3[C:16]([F:17])=[CH:15][CH:14]=[CH:13][C:12]=3[Cl:18])[S:8][C:7]=2[C:2]([NH:27][C:23]2[CH:22]=[C:21]([CH3:20])[N:26]=[CH:25][N:24]=2)=[N:3][CH:4]=1. The yield is 0.780. (2) The reactants are [CH2:1]([O:3][C:4]([C:6]1(C(OCC)=O)[CH2:11][O:10][C:9]([CH3:13])([CH3:12])[O:8][CH2:7]1)=[O:5])[CH3:2].[Cl-].[Na+].O. The catalyst is CS(C)=O. The product is [CH2:1]([O:3][C:4]([CH:6]1[CH2:11][O:10][C:9]([CH3:12])([CH3:13])[O:8][CH2:7]1)=[O:5])[CH3:2]. The yield is 0.530. (3) The reactants are [Cl:1][C:2]1[N:7]=[CH:6][C:5]2[CH:8]=[N:9][NH:10][C:4]=2[CH:3]=1.[O:11]1[CH:16]=[CH:15][CH2:14][CH2:13][CH2:12]1.C1(C)C=CC(S(O)(=O)=O)=CC=1. The catalyst is C(Cl)Cl. The product is [Cl:1][C:2]1[N:7]=[CH:6][C:5]2[CH:8]=[N:9][N:10]([CH:12]3[CH2:13][CH2:14][CH2:15][CH2:16][O:11]3)[C:4]=2[CH:3]=1. The yield is 0.720. (4) The reactants are [BH4-].[Na+].[CH3:3][O:4][C:5](=[O:23])[CH2:6][CH2:7][CH2:8][C:9](=[O:22])[NH:10][C:11]1[CH:16]=[CH:15][C:14]([CH2:17][CH2:18][C:19](=[O:21])[CH3:20])=[CH:13][CH:12]=1.[Cl-].[NH4+]. The catalyst is CO. The product is [CH3:3][O:4][C:5](=[O:23])[CH2:6][CH2:7][CH2:8][C:9](=[O:22])[NH:10][C:11]1[CH:12]=[CH:13][C:14]([CH2:17][CH2:18][CH:19]([OH:21])[CH3:20])=[CH:15][CH:16]=1. The yield is 0.940. (5) The reactants are [CH2:1]([N:3]([CH2:38][CH3:39])[CH2:4][CH2:5][CH2:6][NH:7][C:8]1[N:9]=[C:10]([C:27]2[CH:28]=[C:29]([CH:33]=[C:34]([F:37])[C:35]=2[CH3:36])[C:30]([OH:32])=O)[C:11]2[CH:17]=[CH:16][C:15](=[O:18])[N:14]([C:19]3[C:24]([F:25])=[CH:23][CH:22]=[CH:21][C:20]=3[F:26])[C:12]=2[N:13]=1)[CH3:2].CN(C(ON1N=NC2C=CC=CC1=2)=[N+](C)C)C.F[P-](F)(F)(F)(F)F.C(N(CC)CC)C.[CH:71]1[N:75]=[C:74]([NH2:76])[S:73][CH:72]=1. The catalyst is CN(C=O)C. The product is [CH2:38]([N:3]([CH2:1][CH3:2])[CH2:4][CH2:5][CH2:6][NH:7][C:8]1[N:9]=[C:10]([C:27]2[CH:28]=[C:29]([CH:33]=[C:34]([F:37])[C:35]=2[CH3:36])[C:30]([NH:76][C:74]2[S:73][CH:72]=[CH:71][N:75]=2)=[O:32])[C:11]2[CH:17]=[CH:16][C:15](=[O:18])[N:14]([C:19]3[C:20]([F:26])=[CH:21][CH:22]=[CH:23][C:24]=3[F:25])[C:12]=2[N:13]=1)[CH3:39]. The yield is 0.460. (6) The reactants are [NH2:1][C:2]1[CH:7]=[CH:6][C:5]([C:8]2[CH:13]=[CH:12][C:11]([S:14]([NH:17][C@H:18]([C:22]([O:24]C)=[O:23])[CH:19]([CH3:21])[CH3:20])(=[O:16])=[O:15])=[CH:10][CH:9]=2)=[CH:4][CH:3]=1.[F:26][C:27]1[CH:28]=[C:29]([CH:33]=[CH:34][C:35]=1[F:36])[C:30](Cl)=[O:31].N1C=CC=CC=1. The catalyst is ClCCl. The product is [F:26][C:27]1[CH:28]=[C:29]([CH:33]=[CH:34][C:35]=1[F:36])[C:30]([NH:1][C:2]1[CH:7]=[CH:6][C:5]([C:8]2[CH:9]=[CH:10][C:11]([S:14]([NH:17][C@H:18]([C:22]([OH:24])=[O:23])[CH:19]([CH3:20])[CH3:21])(=[O:16])=[O:15])=[CH:12][CH:13]=2)=[CH:4][CH:3]=1)=[O:31]. The yield is 0.450. (7) The reactants are [CH3:1][O:2][C:3]1[CH:11]=[C:10]2[C:6]([C:7]([C:12]([C:14]3[CH:19]=[C:18]([O:20][CH3:21])[C:17]([O:22][CH3:23])=[C:16]([O:24][CH3:25])[CH:15]=3)=[O:13])=[CH:8][NH:9]2)=[CH:5][CH:4]=1.C([O-])([O-])=O.[K+].[K+].Br[CH2:33][C:34]#[C:35][C:36]1[CH:41]=[CH:40][C:39]([I:42])=[CH:38][CH:37]=1. The catalyst is CN(C=O)C.[NH4+].[Cl-].CCOC(C)=O. The product is [I:42][C:39]1[CH:40]=[CH:41][C:36]([C:35]#[C:34][CH2:33][N:9]2[C:10]3[C:6](=[CH:5][CH:4]=[C:3]([O:2][CH3:1])[CH:11]=3)[C:7]([C:12]([C:14]3[CH:19]=[C:18]([O:20][CH3:21])[C:17]([O:22][CH3:23])=[C:16]([O:24][CH3:25])[CH:15]=3)=[O:13])=[CH:8]2)=[CH:37][CH:38]=1. The yield is 0.320.